From a dataset of NCI-60 drug combinations with 297,098 pairs across 59 cell lines. Regression. Given two drug SMILES strings and cell line genomic features, predict the synergy score measuring deviation from expected non-interaction effect. Drug 1: CNC(=O)C1=CC=CC=C1SC2=CC3=C(C=C2)C(=NN3)C=CC4=CC=CC=N4. Drug 2: CC1=C2C(C(=O)C3(C(CC4C(C3C(C(C2(C)C)(CC1OC(=O)C(C(C5=CC=CC=C5)NC(=O)OC(C)(C)C)O)O)OC(=O)C6=CC=CC=C6)(CO4)OC(=O)C)OC)C)OC. Cell line: K-562. Synergy scores: CSS=84.4, Synergy_ZIP=10.5, Synergy_Bliss=10.4, Synergy_Loewe=10.5, Synergy_HSA=12.9.